From a dataset of Full USPTO retrosynthesis dataset with 1.9M reactions from patents (1976-2016). Predict the reactants needed to synthesize the given product. Given the product [ClH:1].[CH3:12][C:9]1[N:8]([CH2:13][C:14]2[CH:19]=[CH:18][C:17]([CH3:20])=[CH:16][CH:15]=2)[C:7]2=[C:2]([NH:27][CH2:26][C:25]3[CH:28]=[CH:29][C:22]([CH3:21])=[CH:23][CH:24]=3)[N:3]=[CH:4][CH:5]=[C:6]2[C:10]=1[CH3:11], predict the reactants needed to synthesize it. The reactants are: [Cl:1][C:2]1[N:3]=[CH:4][CH:5]=[C:6]2[C:10]([CH3:11])=[C:9]([CH3:12])[N:8]([CH2:13][C:14]3[CH:19]=[CH:18][C:17]([CH3:20])=[CH:16][CH:15]=3)[C:7]=12.[CH3:21][C:22]1[CH:29]=[CH:28][C:25]([CH2:26][NH2:27])=[CH:24][CH:23]=1.